From a dataset of Peptide-MHC class II binding affinity with 134,281 pairs from IEDB. Regression. Given a peptide amino acid sequence and an MHC pseudo amino acid sequence, predict their binding affinity value. This is MHC class II binding data. (1) The peptide sequence is TILKALGPAATLEEMMTA. The MHC is DRB5_0101 with pseudo-sequence DRB5_0101. The binding affinity (normalized) is 0.255. (2) The peptide sequence is VSTFSSGLVWGQKYF. The MHC is DRB1_1501 with pseudo-sequence DRB1_1501. The binding affinity (normalized) is 0.602. (3) The peptide sequence is FAEYKSDYVYQPFPK. The MHC is HLA-DQA10501-DQB10301 with pseudo-sequence HLA-DQA10501-DQB10301. The binding affinity (normalized) is 0.201. (4) The peptide sequence is GSDEKNLALSIKYNK. The MHC is HLA-DPA10103-DPB10401 with pseudo-sequence HLA-DPA10103-DPB10401. The binding affinity (normalized) is 0.265. (5) The peptide sequence is AAANAGTTVYGAFAA. The MHC is HLA-DQA10501-DQB10301 with pseudo-sequence HLA-DQA10501-DQB10301. The binding affinity (normalized) is 0.612.